From a dataset of Full USPTO retrosynthesis dataset with 1.9M reactions from patents (1976-2016). Predict the reactants needed to synthesize the given product. (1) Given the product [C:39]1([CH3:49])[CH:40]=[CH:41][C:42]([S:45]([OH:48])(=[O:46])=[O:47])=[CH:43][CH:44]=1.[C:1]([C:4]1[C:9]2[S:10][C:11]([C:14]([NH:16][C:17]3[CH:26]=[CH:25][C:24]4[C:19](=[CH:20][CH:21]=[CH:22][C:23]=4[C:27]([N:29]4[CH2:32][CH:31]([O:33][CH3:34])[CH2:30]4)=[O:28])[N:18]=3)=[O:15])=[C:12]([CH3:13])[C:8]=2[C:7]([CH2:35][O:36][CH3:37])=[CH:6][CH:5]=1)(=[O:3])[CH3:2], predict the reactants needed to synthesize it. The reactants are: [C:1]([C:4]1[C:9]2[S:10][C:11]([C:14]([NH:16][C:17]3[CH:26]=[CH:25][C:24]4[C:19](=[CH:20][CH:21]=[CH:22][C:23]=4[C:27]([N:29]4[CH2:32][CH:31]([O:33][CH3:34])[CH2:30]4)=[O:28])[N:18]=3)=[O:15])=[C:12]([CH3:13])[C:8]=2[C:7]([CH2:35][O:36][CH3:37])=[CH:6][CH:5]=1)(=[O:3])[CH3:2].O.[C:39]1([CH3:49])[CH:44]=[CH:43][C:42]([S:45]([OH:48])(=[O:47])=[O:46])=[CH:41][CH:40]=1. (2) Given the product [Cl:1][C:2]1[CH:19]=[C:18]([Cl:20])[CH:17]=[CH:16][C:3]=1[CH2:4][N:5]1[C:9]([CH2:10][O:11][C:22]2[C:27]([O:28][CH3:29])=[CH:26][CH:25]=[CH:24][C:23]=2[CH2:30][C:31]([OH:33])=[O:32])=[CH:8][C:7]([O:12][CH:13]([CH3:15])[CH3:14])=[N:6]1, predict the reactants needed to synthesize it. The reactants are: [Cl:1][C:2]1[CH:19]=[C:18]([Cl:20])[CH:17]=[CH:16][C:3]=1[CH2:4][N:5]1[C:9]([CH2:10][OH:11])=[CH:8][C:7]([O:12][CH:13]([CH3:15])[CH3:14])=[N:6]1.O[C:22]1[C:27]([O:28][CH3:29])=[CH:26][CH:25]=[CH:24][C:23]=1[CH2:30][C:31]([O:33]C)=[O:32].C(P(CCCC)CCCC)CCC.N(C(N1CCCCC1)=O)=NC(N1CCCCC1)=O. (3) Given the product [C:44]([Si:41]([CH3:42])([CH3:43])[O:40][C@H:34]1[CH2:35][CH2:36][CH2:37][C@@:38]2([CH3:39])[C@H:33]1[CH2:32][CH2:31][C@@H:30]2[C@@H:18]([CH2:19][CH2:20][CH2:21][C:22]([CH3:29])([O:24][Si:25]([CH3:27])([CH3:28])[CH3:26])[CH3:23])[CH2:10][CH2:11][C@@H:12]([OH:17])[C:13]([CH3:14])([OH:15])[CH3:16])([CH3:47])([CH3:46])[CH3:45], predict the reactants needed to synthesize it. The reactants are: C1(S([CH:10]([C@@H:18]([C@@H:30]2[C@:38]3([CH3:39])[C@H:33]([C@@H:34]([O:40][Si:41]([C:44]([CH3:47])([CH3:46])[CH3:45])([CH3:43])[CH3:42])[CH2:35][CH2:36][CH2:37]3)[CH2:32][CH2:31]2)[CH2:19][CH2:20][CH2:21][C:22]([CH3:29])([O:24][Si:25]([CH3:28])([CH3:27])[CH3:26])[CH3:23])[CH2:11][C@@H:12]([OH:17])[C:13]([CH3:16])([OH:15])[CH3:14])(=O)=O)C=CC=CC=1.C(=O)([O-])[O-].[Ca+2]. (4) Given the product [F:11][C:12]1[C:22]([F:23])=[CH:21][CH:20]=[CH:19][C:13]=1[C:14]([OH:16])([CH2:24][CH2:9][CH:7]=[CH2:10])[CH2:2][CH2:3][CH:4]=[CH2:5], predict the reactants needed to synthesize it. The reactants are: I[CH2:2][CH2:3][CH:4]=[CH2:5].[Li][C:7]([CH3:10])([CH3:9])C.[F:11][C:12]1[C:22]([F:23])=[CH:21][CH:20]=[CH:19][C:13]=1[C:14]([O:16]CC)=O.[CH3:24]COCC. (5) Given the product [CH3:95][C:94]([C@@H:12]1[O:13][C:14]2[CH:86]=[CH:82][C:83]3[C:30](=[O:33])[C@@H:29]4[C@@H:28]([CH2:32][O:31][C:65]5[C:47]4=[CH:46][C:50]([O:49][CH3:48])=[C:68]([O:67][CH3:66])[CH:64]=5)[O:85][C:84]=3[C:10]=2[CH2:11]1)=[CH2:93], predict the reactants needed to synthesize it. The reactants are: BrC1N=CC(CN(CCF)[C:10]2[CH2:14][O:13][C:12](=O)[CH:11]=2)=CC=1.FC1N=CC(CN(CC(F)F)[C:28]2[CH2:32][O:31][C:30](=[O:33])[CH:29]=2)=CC=1.ClC1SC(CN(CCF)[C:46]2[CH2:50][O:49][C:48](=O)[CH:47]=2)=CN=1.ClC1N=CC(CN(CCF)[C:64]2[CH2:68][O:67][C:66](=O)[CH:65]=2)=CC=1.ClC1N=CC(CN(CC(F)F)[C:82]2[CH2:86][O:85][C:84](=O)[CH:83]=2)=CC=1.Cl[C:93]1N=CC(CN(C)C2COC(=O)C=2)=[CH:95][C:94]=1F.ClC1C=C(CN(CCF)C2COC(=O)C=2)C=NC=1Cl.ClC1N=CC(CN(C2CC2)C2COC(=O)C=2)=CC=1F.ClC1N=CC(CN(C2CC2)C2COC(=O)C=2)=CC=1.ClC1N=CC(CN(C)C2COC(=O)C=2)=CC=1.ClC1N=CC(CCS([O-])=NC#N)=CC=1.ClC1N=CC(C(CS([O-])=NC#N)C)=CC=1. (6) Given the product [OH:10][C:4]1[CH:5]2[CH2:9][CH:8]([CH2:7][CH2:6]2)[C:2](=[O:1])[C:3]=1[C:11]([C:13]1[C:14]([CH2:23][O:24][CH2:27][CH:29]2[CH2:30][O:31]2)=[N:15][C:16]([C:19]([F:22])([F:20])[F:21])=[CH:17][CH:18]=1)=[O:12], predict the reactants needed to synthesize it. The reactants are: [OH:1][C:2]1[CH:8]2[CH2:9][CH:5]([CH2:6][CH2:7]2)[C:4](=[O:10])[C:3]=1[C:11]([C:13]1[C:14]([CH2:23][OH:24])=[N:15][C:16]([C:19]([F:22])([F:21])[F:20])=[CH:17][CH:18]=1)=[O:12].[H-].[Na+].[CH2:27]([CH:29]1[O:31][CH2:30]1)Br.Cl.